The task is: Regression. Given a target protein amino acid sequence and a drug SMILES string, predict the binding affinity score between them. We predict pKi (pKi = -log10(Ki in M); higher means stronger inhibition). Dataset: bindingdb_ki.. This data is from Drug-target binding data from BindingDB using Ki measurements. (1) The drug is Cc1ccc(CO[C@H]2CCCC2Nc2ncnc3c2ncn3C2O[C@H](CO)[C@@H](O)[C@H]2O)cc1. The target protein (O02667) has sequence MPDNSTTLFLAIRASYIVFEIVIGVCAVVGNVLVIWVIKLNPSLKTTTFYFIFSLALADIAVGFLVMPLAIVISLGITIGFYSCLVMSCLLLVFTHASIMSLLAIAVDRYLRVKLTVRYRRVTTQRRIWLALGLCWVVSLLVGFTPMFGWNMKPTLESARNYSDFQCKFDSVIPMEYMVFFSFFTWILIPLLLMCALYVYIFYIIRNKLVQSFSSFKETGAFYRREFKTAKSLFLVLALFAGCWLPLSIINCVTYFKCKVPDVVLLVGILLSHANSMMNPIVYACKIQKFKETYLLIFKARVTCQPSDSLDPSSEQNSE. The pKi is 6.1. (2) The drug is CS(=O)(=CCC(=O)O)NP(=O)(O)OC[C@H]1O[C@@H](n2cnc3c(N)ncnc32)[C@H](O)[C@@H]1O. The target protein (P08243) has sequence MCGIWALFGSDDCLSVQCLSAMKIAHRGPDAFRFENVNGYTNCCFGFHRLAVVDPLFGMQPIRVKKYPYLWLCYNGEIYNHKKMQQHFEFEYQTKVDGEIILHLYDKGGIEQTICMLDGVFAFVLLDTANKKVFLGRDTYGVRPLFKAMTEDGFLAVCSEAKGLVTLKHSATPFLKVEPFLPGHYEVLDLKPNGKVASVEMVKYHHCRDVPLHALYDNVEKLFPGFEIETVKNNLRILFNNAVKKRLMTDRRIGCLLSGGLDSSLVAATLLKQLKEAQVQYPLQTFAIGMEDSPDLLAARKVADHIGSEHYEVLFNSEEGIQALDEVIFSLETYDITTVRASVGMYLISKYIRKNTDSVVIFSGEGSDELTQGYIYFHKAPSPEKAEEESERLLRELYLFDVLRADRTTAAHGLELRVPFLDHRFSSYYLSLPPEMRIPKNGIEKHLLRETFEDSNLIPKEILWRPKEAFSDGITSVKNSWFKILQEYVEHQVDDAMMAN.... The pKi is 6.1. (3) The compound is Fc1ccc([C@H]2CC3CCC2N3)cn1. The target protein sequence is MGARIPRGARLSANMGARIPCGARLSANMGARIPCGARLSANMGARIPSGARLSANMGARIPRGASLSANMGARIPSGARLSANMGARIPSGARLSANMGARIPRGARLSANMGARAQTLLLLLGGFFSTAFCHIETRAHAEERLLKGLFSGYNKWSRPVANISDAVMVRFGLSIAQLIDVDEKNQMMTTNVWVKQEWHDYKLRWDPLEYENVTSIRIPSELIWRPDIVLYNNADGDFAVTHLTKAHLFHDGRIKWTPPAIYKSSCSIDVTFFPFDQQNCTMKFGSWTYDRAKIDLISMHSHVDQLDYWESGEWVIVNAVGNYNIKKYECCTEIYSDITYSFIIRRLPLFYTINLIIPCLLISCLTVLVFYLPSECGEKITLCISVLLSLTVFLLLITEIIPSTSLVIPLIGEYLLFTMIFVTLFIIITVFVLNVHHRSPRTHTMPAWVRRTFLDVVPRVLFMKRPAKDNCKKLIESLHARSFNPPPRLWSEAEIEPAFA.... The pKi is 10.0. (4) The compound is CSCCC(NC(=O)C(Cc1ccccc1)NC(=O)C(Cc1cnc[nH]1)NC(=O)CNC(=O)C(NC(=O)C(C)NC(=O)C(Cc1c[nH]c2ccccc12)NC(=O)C(CCC(N)=O)NC(=O)C1CCC(=O)N1)C(C)C)C(N)=O. The target protein (P24053) has sequence MPPRSLPNLSLPTEASESELEPEVWENDFLPDSDGTTAELVIRCVIPSLYLIIISVGLLGNIMLVKIFLTNSTMRSVPNIFISNLAAGDLLLLLTCVPVDASRYFFDEWVFGKLGCKLIPAIQLTSVGVSVFTLTALSADRYRAIVNPMDMQTSGVVLWTSLKAVGIWVVSVLLAVPEAVFSEVARIGSSDNSSFTACIPYPQTDELHPKIHSVLIFLVYFLIPLVIISIYYYHIAKTLIRSAHNLPGEYNEHTKKQMETRKRLAKIVLVFVGCFVFCWFPNHILYLYRSFNYKEIDPSLGHMIVTLVARVLSFSNSCVNPFALYLLSESFRKHFNSQLCCGQKSYPERSTSYLLSSSAVRMTSLKSNAKNVVTNSVLLNGHSTKQEIAL. The pKi is 8.2.